Dataset: Forward reaction prediction with 1.9M reactions from USPTO patents (1976-2016). Task: Predict the product of the given reaction. (1) Given the reactants Br.[Br:2][C:3]1[CH:4]=[C:5]([CH2:10]Br)[C:6]([NH2:9])=[N:7][CH:8]=1.[CH2:12]([O:14][C:15](=[O:27])[CH2:16][NH:17][CH2:18][C:19]1[CH:24]=[CH:23][C:22]([O:25][CH3:26])=[CH:21][CH:20]=1)[CH3:13].C(N(CC)CC)C, predict the reaction product. The product is: [CH2:12]([O:14][C:15](=[O:27])[CH2:16][N:17]([CH2:10][C:5]1[C:6]([NH2:9])=[N:7][CH:8]=[C:3]([Br:2])[CH:4]=1)[CH2:18][C:19]1[CH:20]=[CH:21][C:22]([O:25][CH3:26])=[CH:23][CH:24]=1)[CH3:13]. (2) Given the reactants [CH2:1]([O:8][C:9]1[CH:10]=[C:11]2[C:16](=[CH:17][CH:18]=1)[CH2:15][N:14]([CH2:19][C:20]1([NH:28]C(=O)OC(C)(C)C)[CH2:25][O:24]C(C)(C)[O:22][CH2:21]1)[CH2:13][CH2:12]2)[C:2]1[CH:7]=[CH:6][CH:5]=[CH:4][CH:3]=1.CC1(C)OCC(NC(=O)OCCCC)(CNC2C=CC(CCCCCCCC)=CC=2)CO1, predict the reaction product. The product is: [NH2:28][C:20]([CH2:19][N:14]1[CH2:13][CH2:12][C:11]2[C:16](=[CH:17][CH:18]=[C:9]([O:8][CH2:1][C:2]3[CH:3]=[CH:4][CH:5]=[CH:6][CH:7]=3)[CH:10]=2)[CH2:15]1)([CH2:21][OH:22])[CH2:25][OH:24]. (3) Given the reactants [NH2:1][C:2]1[C:3]([C:16]([O:18][CH2:19][CH3:20])=[O:17])=[N:4][CH:5]=[C:6]([CH2:8][C:9]2[CH:14]=[CH:13][C:12]([F:15])=[CH:11][CH:10]=2)[CH:7]=1.[CH3:21][N:22]([CH2:33][CH2:34][CH:35]=O)[C:23](=[O:32])[O:24][CH2:25][C:26]1[CH:31]=[CH:30][CH:29]=[CH:28][CH:27]=1.C(O[BH-](OC(=O)C)OC(=O)C)(=O)C.[Na+], predict the reaction product. The product is: [F:15][C:12]1[CH:11]=[CH:10][C:9]([CH2:8][C:6]2[CH:7]=[C:2]([NH:1][CH2:35][CH2:34][CH2:33][N:22]([CH3:21])[C:23]([O:24][CH2:25][C:26]3[CH:27]=[CH:28][CH:29]=[CH:30][CH:31]=3)=[O:32])[C:3]([C:16]([O:18][CH2:19][CH3:20])=[O:17])=[N:4][CH:5]=2)=[CH:14][CH:13]=1. (4) Given the reactants [F:1][C:2]1[C:3]([O:25][CH2:26][CH2:27][O:28][CH3:29])=[CH:4][C:5]2[CH2:14][CH:13]([CH:15]([CH3:17])[CH3:16])[N:12]3[C:7](=[CH:8][C:9](=[O:23])[C:10]([C:18]([O:20]CC)=[O:19])=[CH:11]3)[C:6]=2[CH:24]=1.O.[OH-].[Li+].Cl, predict the reaction product. The product is: [F:1][C:2]1[C:3]([O:25][CH2:26][CH2:27][O:28][CH3:29])=[CH:4][C:5]2[CH2:14][CH:13]([CH:15]([CH3:17])[CH3:16])[N:12]3[C:7](=[CH:8][C:9](=[O:23])[C:10]([C:18]([OH:20])=[O:19])=[CH:11]3)[C:6]=2[CH:24]=1. (5) Given the reactants [Br:1][C:2]1[CH:3]=[CH:4][CH:5]=[C:6]2[C:11]=1[N:10]=[C:9](Cl)[CH:8]=[N:7]2.C([O-])([O-])=O.[Na+].[Na+].[CH3:19][C:20]1[CH:25]=[CH:24][CH:23]=[C:22]([CH3:26])[C:21]=1B(O)O, predict the reaction product. The product is: [Br:1][C:2]1[CH:3]=[CH:4][CH:5]=[C:6]2[C:11]=1[N:10]=[C:9]([C:21]1[C:22]([CH3:26])=[CH:23][CH:24]=[CH:25][C:20]=1[CH3:19])[CH:8]=[N:7]2. (6) Given the reactants [Br:1][C:2]1[C:3]([O:13][CH3:14])=[C:4]([F:12])[C:5]([OH:11])=[C:6]([CH:10]=1)[C:7]([OH:9])=[O:8].S(Cl)(Cl)=O.O.[CH3:20]O, predict the reaction product. The product is: [Br:1][C:2]1[C:3]([O:13][CH3:14])=[C:4]([F:12])[C:5]([OH:11])=[C:6]([CH:10]=1)[C:7]([O:9][CH3:20])=[O:8].